This data is from Forward reaction prediction with 1.9M reactions from USPTO patents (1976-2016). The task is: Predict the product of the given reaction. (1) Given the reactants [CH2:1]([O:3][C:4]([CH:6]1[N:11](CC2C=CC(OC)=CC=2OC)[CH2:10][C:9]2[N:23]=[C:24]([C:26]([CH3:29])([CH3:28])[CH3:27])[S:25][C:8]=2[C:7]1=[O:30])=[O:5])[CH3:2].S(Cl)(Cl)=O, predict the reaction product. The product is: [CH2:1]([O:3][C:4]([C:6]1[N:11]=[CH:10][C:9]2[N:23]=[C:24]([C:26]([CH3:29])([CH3:28])[CH3:27])[S:25][C:8]=2[C:7]=1[OH:30])=[O:5])[CH3:2]. (2) The product is: [N:9]([CH2:12][CH2:13][NH:8][CH2:1][C:2]1[CH:7]=[CH:6][CH:5]=[CH:4][CH:3]=1)=[N+:10]=[N-:11]. Given the reactants [CH2:1]([NH2:8])[C:2]1[CH:7]=[CH:6][CH:5]=[CH:4][CH:3]=1.[N:9]([CH2:12][CH2:13]OS(C1C=CC(C)=CC=1)(=O)=O)=[N+:10]=[N-:11], predict the reaction product. (3) Given the reactants [CH3:1][C:2]1[C:3]([C:25](O)=[O:26])=[C:4]2[CH:9]=[CH:8][CH:7]=[N:6][N:5]2[C:10]=1[CH:11]([CH:13]1[CH2:18][CH2:17][N:16]([CH2:19][CH2:20][C:21]([F:24])([F:23])[F:22])[CH2:15][CH2:14]1)[CH3:12].[NH2:28][CH2:29][C:30]1[C:31](=[O:39])[NH:32][C:33]([CH3:38])=[CH:34][C:35]=1[O:36][CH3:37].C(N(CC)CC)C.F[P-](F)(F)(F)(F)F.C(C(=NO[C+](N(C)C)N1CCOCC1)C(OCC)=O)#N, predict the reaction product. The product is: [CH3:37][O:36][C:35]1[CH:34]=[C:33]([CH3:38])[NH:32][C:31](=[O:39])[C:30]=1[CH2:29][NH:28][C:25]([C:3]1[C:2]([CH3:1])=[C:10]([CH:11]([CH:13]2[CH2:18][CH2:17][N:16]([CH2:19][CH2:20][C:21]([F:22])([F:23])[F:24])[CH2:15][CH2:14]2)[CH3:12])[N:5]2[C:4]=1[CH:9]=[CH:8][CH:7]=[N:6]2)=[O:26]. (4) The product is: [OH:20][C:16]1([C:14]2[S:15][C:11]([C:9]3[CH:10]=[C:5]([NH:4][C:1](=[O:3])[CH3:2])[CH:6]=[C:7]([NH:21][C:22]4[N:27]=[C:26]([O:28][CH:29]5[CH2:30][CH2:31][NH:32][CH2:33][CH2:34]5)[CH:25]=[CH:24][N:23]=4)[CH:8]=3)=[CH:12][N:13]=2)[CH2:19][CH2:18][CH2:17]1. Given the reactants [C:1]([NH:4][C:5]1[CH:6]=[C:7]([NH:21][C:22]2[N:27]=[C:26]([O:28][CH:29]3[CH2:34][CH2:33][N:32](C(OC(C)(C)C)=O)[CH2:31][CH2:30]3)[CH:25]=[CH:24][N:23]=2)[CH:8]=[C:9]([C:11]2[S:15][C:14]([C:16]3([OH:20])[CH2:19][CH2:18][CH2:17]3)=[N:13][CH:12]=2)[CH:10]=1)(=[O:3])[CH3:2].C(O)(C(F)(F)F)=O.C([O-])(O)=O.[Na+], predict the reaction product. (5) Given the reactants [CH:1]1([CH2:6][N:7]([CH2:42][CH3:43])[C:8]2[C:9]([CH2:16][N:17]([C:31]3[N:36]=[CH:35][C:34]([O:37][CH2:38][CH2:39]SC)=[CH:33][N:32]=3)[CH2:18][C:19]3[CH:20]=[C:21]([CH:24]=[C:25]([C:27]([F:30])([F:29])[F:28])[CH:26]=3)[C:22]#[N:23])=[N:10][C:11]([O:14][CH3:15])=[CH:12][CH:13]=2)[CH2:5][CH2:4][CH2:3][CH2:2]1.OO.[S:46]([O-:49])([O-])=[O:47].[Na+].[Na+].[C:52](#N)C, predict the reaction product. The product is: [CH:1]1([CH2:6][N:7]([CH2:42][CH3:43])[C:8]2[C:9]([CH2:16][N:17]([C:31]3[N:32]=[CH:33][C:34]([O:37][CH2:38][CH2:39][S:46]([CH3:52])(=[O:49])=[O:47])=[CH:35][N:36]=3)[CH2:18][C:19]3[CH:20]=[C:21]([CH:24]=[C:25]([C:27]([F:29])([F:30])[F:28])[CH:26]=3)[C:22]#[N:23])=[N:10][C:11]([O:14][CH3:15])=[CH:12][CH:13]=2)[CH2:5][CH2:4][CH2:3][CH2:2]1. (6) Given the reactants [C:1]([C:3]1[CH:8]=[CH:7][C:6]([C:9]2[CH:10]=[C:11]([O:26][CH2:27][C@@H:28]3[CH2:32][CH2:31][N:30](C(OC(C)(C)C)=O)[CH2:29]3)[C:12]3[N:13]([C:22](=[O:25])[NH:23][N:24]=3)[C:14]=2[C:15]2[CH:20]=[CH:19][C:18]([CH3:21])=[CH:17][CH:16]=2)=[CH:5][CH:4]=1)#[N:2].FC(F)(F)C(O)=O, predict the reaction product. The product is: [CH3:21][C:18]1[CH:17]=[CH:16][C:15]([C:14]2[N:13]3[C:22](=[O:25])[NH:23][N:24]=[C:12]3[C:11]([O:26][CH2:27][C@@H:28]3[CH2:32][CH2:31][NH:30][CH2:29]3)=[CH:10][C:9]=2[C:6]2[CH:5]=[CH:4][C:3]([C:1]#[N:2])=[CH:8][CH:7]=2)=[CH:20][CH:19]=1. (7) Given the reactants [CH2:1]([O:8][CH2:9][CH2:10][O:11][C:12]1[CH:20]=[C:19]2[C:15]([C:16]([NH:21][C:22](=[O:30])[C:23]3[CH:28]=[CH:27][C:26](Br)=[CH:25][CH:24]=3)=[N:17][NH:18]2)=[CH:14][CH:13]=1)[C:2]1[CH:7]=[CH:6][CH:5]=[CH:4][CH:3]=1.[CH3:31][N:32]([CH3:39])[CH:33]1[CH2:38][CH2:37][NH:36][CH2:35][CH2:34]1.[Li+].C[Si]([N-][Si](C)(C)C)(C)C.O, predict the reaction product. The product is: [CH2:1]([O:8][CH2:9][CH2:10][O:11][C:12]1[CH:20]=[C:19]2[C:15]([C:16]([NH:21][C:22](=[O:30])[C:23]3[CH:28]=[CH:27][C:26]([N:36]4[CH2:37][CH2:38][CH:33]([N:32]([CH3:39])[CH3:31])[CH2:34][CH2:35]4)=[CH:25][CH:24]=3)=[N:17][NH:18]2)=[CH:14][CH:13]=1)[C:2]1[CH:7]=[CH:6][CH:5]=[CH:4][CH:3]=1. (8) The product is: [N:4]1[C:5]2[C:10](=[CH:9][CH:8]=[C:7]3[CH:13]=[CH:14][CH:15]=[CH:16][C:6]3=2)[CH:11]=[CH:12][C:3]=1[CH:2]=[O:20]. Given the reactants Br[CH:2](Br)[C:3]1[CH:12]=[CH:11][C:10]2[C:5](=[C:6]3[CH:16]=[CH:15][CH:14]=[CH:13][C:7]3=[CH:8][CH:9]=2)[N:4]=1.CC[OH:20], predict the reaction product. (9) The product is: [CH:10]1([C:7]2[CH:8]=[CH:9][C:4]([C:3]([OH:17])=[O:2])=[C:5]([F:16])[CH:6]=2)[CH2:11][CH2:12][CH2:13][CH2:14][CH2:15]1. Given the reactants C[O:2][C:3](=[O:17])[C:4]1[CH:9]=[CH:8][C:7]([CH:10]2[CH2:15][CH2:14][CH2:13][CH2:12][CH2:11]2)=[CH:6][C:5]=1[F:16].O.C(Cl)(Cl)Cl, predict the reaction product.